Dataset: Catalyst prediction with 721,799 reactions and 888 catalyst types from USPTO. Task: Predict which catalyst facilitates the given reaction. (1) Reactant: C([O:3][C:4](=[O:38])[CH:5]([F:37])[CH2:6][NH:7][CH2:8][C:9](=[O:36])[N:10]1[C:18]2[C:13](=[CH:14][C:15]([O:19][CH2:20][C:21]3[S:22][C:23]([C:32]([F:35])([F:34])[F:33])=[C:24]([C:26]4[CH:31]=[CH:30][CH:29]=[CH:28][CH:27]=4)[CH:25]=3)=[CH:16][CH:17]=2)[CH2:12][CH2:11]1)C.[OH-].[Na+].Cl. Product: [F:37][CH:5]([CH2:6][NH:7][CH2:8][C:9](=[O:36])[N:10]1[C:18]2[C:13](=[CH:14][C:15]([O:19][CH2:20][C:21]3[S:22][C:23]([C:32]([F:35])([F:34])[F:33])=[C:24]([C:26]4[CH:27]=[CH:28][CH:29]=[CH:30][CH:31]=4)[CH:25]=3)=[CH:16][CH:17]=2)[CH2:12][CH2:11]1)[C:4]([OH:38])=[O:3]. The catalyst class is: 87. (2) Reactant: [Cl:1][C:2]1[CH:3]=[C:4]([CH:6]=[CH:7][C:8]=1[O:9][C:10]1[C:19]2[C:14](=[CH:15][C:16]([O:22][CH3:23])=[C:17]([O:20][CH3:21])[CH:18]=2)[N:13]=[CH:12][CH:11]=1)[NH2:5].C(N(C(C)C)CC)(C)C.ClC(Cl)(O[C:37](=[O:43])OC(Cl)(Cl)Cl)Cl.[NH2:45][C:46]1[S:47][C:48]([CH:51]2[CH2:53][CH2:52]2)=[N:49][N:50]=1. Product: [Cl:1][C:2]1[CH:3]=[C:4]([NH:5][C:37]([NH:45][C:46]2[S:47][C:48]([CH:51]3[CH2:53][CH2:52]3)=[N:49][N:50]=2)=[O:43])[CH:6]=[CH:7][C:8]=1[O:9][C:10]1[C:19]2[C:14](=[CH:15][C:16]([O:22][CH3:23])=[C:17]([O:20][CH3:21])[CH:18]=2)[N:13]=[CH:12][CH:11]=1. The catalyst class is: 146. (3) The catalyst class is: 4. Reactant: C([CH:5]1[NH:10][C:9]2[CH:11]=[CH:12][CH:13]=[C:14]3[CH:15]=[CH:16][CH:17]=[C:7]([C:8]=23)[S:6]1(=[O:19])=[O:18])(C)(C)C.FC(F)(F)C(O)=O. Product: [S:6]1(=[O:18])(=[O:19])[C:7]2=[CH:17][CH:16]=[CH:15][C:14]3=[CH:13][CH:12]=[CH:11][C:9](=[C:8]23)[NH:10][CH2:5]1. (4) Reactant: [CH:1]1([CH2:4][N:5]2[C:13]3[CH2:12][CH2:11][N:10]([C:14](=[O:16])[CH3:15])[CH2:9][C:8]=3[C:7]([NH:17][C:18]3[CH:23]=[CH:22][CH:21]=[C:20]([C:24]4[N:28](C5CCCCO5)[N:27]=[CH:26][CH:25]=4)[CH:19]=3)=[N:6]2)[CH2:3][CH2:2]1.Cl. Product: [CH:1]1([CH2:4][N:5]2[C:13]3[CH2:12][CH2:11][N:10]([C:14](=[O:16])[CH3:15])[CH2:9][C:8]=3[C:7]([NH:17][C:18]3[CH:23]=[CH:22][CH:21]=[C:20]([C:24]4[NH:28][N:27]=[CH:26][CH:25]=4)[CH:19]=3)=[N:6]2)[CH2:3][CH2:2]1. The catalyst class is: 5. (5) Reactant: [N:1]([CH2:4][CH:5]1[CH2:9][O:8][C:7]2([C:18]3[CH:19]=[CH:20][CH:21]=[CH:22][C:17]=3[C:16]3[O:15][C:14]([CH3:24])([CH3:23])[CH2:13][CH2:12][C:11]=3[C:10]2=[O:25])[O:6]1)=[N+]=[N-].C1(P(C2C=CC=CC=2)C2C=CC=CC=2)C=CC=CC=1.O. Product: [NH2:1][CH2:4][CH:5]1[CH2:9][O:8][C:7]2([C:18]3[CH:19]=[CH:20][CH:21]=[CH:22][C:17]=3[C:16]3[O:15][C:14]([CH3:23])([CH3:24])[CH2:13][CH2:12][C:11]=3[C:10]2=[O:25])[O:6]1. The catalyst class is: 1. (6) Reactant: [CH3:1][C@H:2]([C:4]1[CH:8]=[CH:7][N:6]([CH3:9])[N:5]=1)O.CS(Cl)(=O)=O.S([O-])(=O)(=O)C.[CH3:20][O:21][C:22]1[CH:27]=[CH:26][C:25]([C:28]2[C:33]([CH3:34])=[C:32]([C:35]([F:38])([F:37])[F:36])[N:31]3[N:39]=[CH:40][C:41]([C:42]([N:44]4[CH2:49][CH2:48][NH:47][CH2:46][C@H:45]4[CH3:50])=[O:43])=[C:30]3[N:29]=2)=[CH:24][CH:23]=1. Product: [CH3:20][O:21][C:22]1[CH:23]=[CH:24][C:25]([C:28]2[C:33]([CH3:34])=[C:32]([C:35]([F:37])([F:36])[F:38])[N:31]3[N:39]=[CH:40][C:41]([C:42]([N:44]4[CH2:49][CH2:48][N:47]([C@H:2]([C:4]5[CH:8]=[CH:7][N:6]([CH3:9])[N:5]=5)[CH3:1])[CH2:46][C@H:45]4[CH3:50])=[O:43])=[C:30]3[N:29]=2)=[CH:26][CH:27]=1. The catalyst class is: 61.